The task is: Regression. Given two drug SMILES strings and cell line genomic features, predict the synergy score measuring deviation from expected non-interaction effect.. This data is from NCI-60 drug combinations with 297,098 pairs across 59 cell lines. Drug 1: CN(CCCl)CCCl.Cl. Drug 2: C1CC(=O)NC(=O)C1N2C(=O)C3=CC=CC=C3C2=O. Cell line: NCI-H322M. Synergy scores: CSS=-3.64, Synergy_ZIP=3.66, Synergy_Bliss=3.14, Synergy_Loewe=-3.32, Synergy_HSA=-3.46.